The task is: Predict the product of the given reaction.. This data is from Forward reaction prediction with 1.9M reactions from USPTO patents (1976-2016). (1) Given the reactants [Br:1][C:2]1[N:6]=[C:5]([O:7][CH3:8])[NH:4][N:3]=1.Cl[CH2:10][C:11]1[CH:16]=[CH:15][C:14]([O:17][CH3:18])=[CH:13][CH:12]=1.C(N(C(C)C)C(C)C)C.[I-].[K+], predict the reaction product. The product is: [Br:1][C:2]1[N:3]([CH2:10][C:11]2[CH:16]=[CH:15][C:14]([O:17][CH3:18])=[CH:13][CH:12]=2)[N:4]=[C:5]([O:7][CH3:8])[N:6]=1. (2) Given the reactants C([O:3][P:4]([CH:9]=[CH:10][CH:11]1[CH:15]([OH:16])[CH:14]([OH:17])[CH:13]([N:18]2[CH:26]=[N:25][C:24]3[C:23](=[O:27])[NH:22][C:21]([NH:28][C:29](=[O:33])[CH:30]([CH3:32])[CH3:31])=[N:20][C:19]2=3)[O:12]1)(=[O:8])[O:5]CC)C.C(NC1NC(=O)C2N=CN(C3OC(C=CP(O)(O)=O)C(OC(=O)C4C=CC=CC=4)C3OC)C=2N=1)(=O)C(C)C, predict the reaction product. The product is: [OH:16][CH:15]1[CH:14]([OH:17])[CH:13]([N:18]2[CH:26]=[N:25][C:24]3[C:23](=[O:27])[NH:22][C:21]([NH:28][C:29](=[O:33])[CH:30]([CH3:32])[CH3:31])=[N:20][C:19]2=3)[O:12][CH:11]1[CH:10]=[CH:9][P:4](=[O:3])([OH:5])[OH:8].